This data is from NCI-60 drug combinations with 297,098 pairs across 59 cell lines. The task is: Regression. Given two drug SMILES strings and cell line genomic features, predict the synergy score measuring deviation from expected non-interaction effect. (1) Drug 1: CC(C)(C#N)C1=CC(=CC(=C1)CN2C=NC=N2)C(C)(C)C#N. Drug 2: C1C(C(OC1N2C=NC3=C2NC=NCC3O)CO)O. Cell line: HCC-2998. Synergy scores: CSS=9.77, Synergy_ZIP=4.66, Synergy_Bliss=10.3, Synergy_Loewe=9.01, Synergy_HSA=7.28. (2) Drug 1: C1=CC=C(C=C1)NC(=O)CCCCCCC(=O)NO. Drug 2: CC1C(C(CC(O1)OC2CC(CC3=C2C(=C4C(=C3O)C(=O)C5=CC=CC=C5C4=O)O)(C(=O)C)O)N)O. Cell line: U251. Synergy scores: CSS=52.5, Synergy_ZIP=-3.16, Synergy_Bliss=-0.858, Synergy_Loewe=2.68, Synergy_HSA=4.19. (3) Drug 1: C1=CC(=CC=C1CCCC(=O)O)N(CCCl)CCCl. Drug 2: CCC1=C2CN3C(=CC4=C(C3=O)COC(=O)C4(CC)O)C2=NC5=C1C=C(C=C5)O. Cell line: MDA-MB-435. Synergy scores: CSS=1.78, Synergy_ZIP=-5.68, Synergy_Bliss=-1.67, Synergy_Loewe=-19.9, Synergy_HSA=-5.09. (4) Drug 1: C1CC(C1)(C(=O)O)C(=O)O.[NH2-].[NH2-].[Pt+2]. Drug 2: C1=NC2=C(N1)C(=S)N=CN2. Cell line: SF-295. Synergy scores: CSS=51.0, Synergy_ZIP=-5.93, Synergy_Bliss=-6.14, Synergy_Loewe=-1.11, Synergy_HSA=-1.44. (5) Drug 1: CC1C(C(=O)NC(C(=O)N2CCCC2C(=O)N(CC(=O)N(C(C(=O)O1)C(C)C)C)C)C(C)C)NC(=O)C3=C4C(=C(C=C3)C)OC5=C(C(=O)C(=C(C5=N4)C(=O)NC6C(OC(=O)C(N(C(=O)CN(C(=O)C7CCCN7C(=O)C(NC6=O)C(C)C)C)C)C(C)C)C)N)C. Drug 2: CC12CCC3C(C1CCC2O)C(CC4=C3C=CC(=C4)O)CCCCCCCCCS(=O)CCCC(C(F)(F)F)(F)F. Cell line: UO-31. Synergy scores: CSS=-0.604, Synergy_ZIP=6.72, Synergy_Bliss=6.34, Synergy_Loewe=3.72, Synergy_HSA=3.72.